Predict the reaction yield, written as a fraction of the theoretical maximum amount of product (1.0 means a 100% yield; for example, 0.34 means a 34% yield). From a dataset of Reaction yield outcomes from USPTO patents with 853,638 reactions. (1) The yield is 0.608. The catalyst is CC([O-])=O.CC([O-])=O.[Pd+2].O. The reactants are Br[C:2]1[O:6][C:5]([C:7]([CH3:10])([CH3:9])[CH3:8])=[N:4][C:3]=1[C@@H:11]1[CH2:16][CH2:15][C@H:14]([F:17])[CH2:13][C@H:12]1[C:18]([O:20][CH3:21])=[O:19].C1C=C(S([O-])(=O)=O)C=C(P(C2C=CC=C(S([O-])(=O)=O)C=2)C2C=CC=C(S([O-])(=O)=O)C=2)C=1.[Na+].[Na+].[Na+].C(C1(NC([C@@H]2CCCC[C@H]2C2N=C(N3CCC(F)(F)CC3)SC=2[C:75]2[CH:80]=[CH:79][C:78]([N:81]3[CH2:86][CH2:85][S:84](=[O:88])(=O)[CH2:83][CH2:82]3)=[CH:77][CH:76]=2)=O)CC1)#N.C([O-])([O-])=O.[K+].[K+].C[N:104](C=O)C. The product is [C:7]([C:5]1[O:6][C:2]([C:75]2[CH:80]=[CH:79][C:78]([N:81]3[CH2:86][CH2:85][S:84](=[NH:104])(=[O:88])[CH2:83][CH2:82]3)=[CH:77][CH:76]=2)=[C:3]([C@@H:11]2[CH2:16][CH2:15][C@H:14]([F:17])[CH2:13][C@H:12]2[C:18]([O:20][CH3:21])=[O:19])[N:4]=1)([CH3:10])([CH3:9])[CH3:8]. (2) The reactants are [CH3:1][O:2][C:3]1[CH:8]=[CH:7][C:6]([NH:9][C:10]2[C:19]3[C:14](=[CH:15][CH:16]=[CH:17][CH:18]=3)[N:13]=[C:12]([CH3:20])[N:11]=2)=[CH:5][CH:4]=1.[F:21][CH:22]([F:24])Cl.C(=O)([O-])[O-].[Cs+].[Cs+]. The catalyst is CN(C)C=O.C(OCC)(=O)C. The product is [F:21][CH:22]([N:9]([C:6]1[CH:5]=[CH:4][C:3]([O:2][CH3:1])=[CH:8][CH:7]=1)[C:10]1[C:19]2[C:14](=[CH:15][CH:16]=[CH:17][CH:18]=2)[N:13]=[C:12]([CH3:20])[N:11]=1)[F:24]. The yield is 0.320. (3) The reactants are [Cl:1][C:2]1[CH:8]=[C:7]([O:9][C:10]2[C:19]3[C:14](=[CH:15][C:16]([O:22][CH3:23])=[C:17]([O:20][CH3:21])[CH:18]=3)[N:13]=[CH:12][N:11]=2)[CH:6]=[CH:5][C:3]=1[NH2:4].Cl[C:25](Cl)([O:27][C:28](=[O:34])OC(Cl)(Cl)Cl)Cl.[C:36]1([CH2:42][CH2:43]CO)[CH:41]=[CH:40][CH:39]=[CH:38][CH:37]=1.C(=O)(O)[O-].[Na+]. The catalyst is C(Cl)Cl.C(N(CC)CC)C.C1(C)C=CC=CC=1. The product is [Cl:1][C:2]1[CH:8]=[C:7]([O:9][C:10]2[C:19]3[C:14](=[CH:15][C:16]([O:22][CH3:23])=[C:17]([O:20][CH3:21])[CH:18]=3)[N:13]=[CH:12][N:11]=2)[CH:6]=[CH:5][C:3]=1[NH:4][C:28](=[O:34])[O:27][CH2:25][CH2:43][CH2:42][C:36]1[CH:41]=[CH:40][CH:39]=[CH:38][CH:37]=1. The yield is 0.490. (4) The reactants are Cl[C:2]1[N:7]=[C:6]([C:8]2[C:16]3[C:11](=[CH:12][CH:13]=[C:14]([C:17]4[O:21][C:20]([NH:22][CH2:23][C:24]5[CH:29]=[CH:28][C:27]([O:30][CH3:31])=[CH:26][CH:25]=5)=[N:19][N:18]=4)[CH:15]=3)[N:10]([S:32]([C:35]3[CH:41]=[CH:40][C:38]([CH3:39])=[CH:37][CH:36]=3)(=[O:34])=[O:33])[CH:9]=2)[CH:5]=[CH:4][CH:3]=1.[NH:42]1[CH2:47][CH2:46][O:45][CH2:44][CH2:43]1. No catalyst specified. The product is [CH3:31][O:30][C:27]1[CH:28]=[CH:29][C:24]([CH2:23][NH:22][C:20]2[O:21][C:17]([C:14]3[CH:15]=[C:16]4[C:11](=[CH:12][CH:13]=3)[N:10]([S:32]([C:35]3[CH:41]=[CH:40][C:38]([CH3:39])=[CH:37][CH:36]=3)(=[O:33])=[O:34])[CH:9]=[C:8]4[C:6]3[CH:5]=[CH:4][CH:3]=[C:2]([N:42]4[CH2:47][CH2:46][O:45][CH2:44][CH2:43]4)[N:7]=3)=[N:18][N:19]=2)=[CH:25][CH:26]=1. The yield is 0.480. (5) The reactants are [CH:1]1([C:7]2[CH:8]=[CH:9][C:10]3[O:14][C:13]([C:15]4[CH:22]=[CH:21][C:18]([CH:19]=O)=[CH:17][CH:16]=4)=[CH:12][C:11]=3[CH:23]=2)[CH2:6][CH2:5][CH2:4][CH2:3][CH2:2]1.C(O)(=O)C.[NH:28]1[CH2:31][CH:30]([C:32]([OH:34])=[O:33])[CH2:29]1.C([BH3-])#N.[Na+]. The catalyst is C(Cl)Cl.CO.CO. The product is [CH:1]1([C:7]2[CH:8]=[CH:9][C:10]3[O:14][C:13]([C:15]4[CH:16]=[CH:17][C:18]([CH2:19][N:28]5[CH2:31][CH:30]([C:32]([OH:34])=[O:33])[CH2:29]5)=[CH:21][CH:22]=4)=[CH:12][C:11]=3[CH:23]=2)[CH2:2][CH2:3][CH2:4][CH2:5][CH2:6]1. The yield is 0.420. (6) The reactants are [C:1]([O:5][C:6](=[O:34])[N:7]([CH2:9][C:10]1[CH:14]=[C:13]([C:15]2[CH:20]=[CH:19][CH:18]=[C:17]([CH:21]=[N:22]O)[C:16]=2[F:24])[N:12]([S:25]([C:28]2[CH:29]=[N:30][CH:31]=[CH:32][CH:33]=2)(=[O:27])=[O:26])[CH:11]=1)[CH3:8])([CH3:4])([CH3:3])[CH3:2].C(N(CC)CC)C.CS(Cl)(=O)=O.O. The catalyst is O1CCCC1. The product is [C:1]([O:5][C:6](=[O:34])[N:7]([CH2:9][C:10]1[CH:14]=[C:13]([C:15]2[CH:20]=[CH:19][CH:18]=[C:17]([C:21]#[N:22])[C:16]=2[F:24])[N:12]([S:25]([C:28]2[CH:29]=[N:30][CH:31]=[CH:32][CH:33]=2)(=[O:26])=[O:27])[CH:11]=1)[CH3:8])([CH3:4])([CH3:2])[CH3:3]. The yield is 0.730. (7) The reactants are [CH:1]([C:4]1[CH:9]=[C:8]([O:10][CH3:11])[C:7]([C:12]([F:15])([F:14])[F:13])=[CH:6][C:5]=1S(C1C=CC(C)=CC=1)(=O)=O)([CH3:3])[CH3:2].[OH-:26].[Na+].Cl. The catalyst is CO.O. The product is [CH:1]([C:4]1[CH:9]=[C:8]([O:10][CH3:11])[C:7]([C:12]([F:15])([F:14])[F:13])=[CH:6][C:5]=1[OH:26])([CH3:3])[CH3:2]. The yield is 0.810. (8) The reactants are Cl.C([O:9][C:10]1[CH:19]=[C:18]2[C:13]([C:14]([NH:20][C:21]3[CH:26]=[CH:25][C:24]([Br:27])=[CH:23][C:22]=3[F:28])=[N:15][CH:16]=[N:17]2)=[CH:12][C:11]=1[O:29][CH3:30])C1C=CC=CC=1. The catalyst is C(O)(C(F)(F)F)=O. The product is [Br:27][C:24]1[CH:25]=[CH:26][C:21]([NH:20][C:14]2[C:13]3[C:18](=[CH:19][C:10]([OH:9])=[C:11]([O:29][CH3:30])[CH:12]=3)[N:17]=[CH:16][N:15]=2)=[C:22]([F:28])[CH:23]=1. The yield is 0.820. (9) The reactants are S(Cl)(Cl)=O.[NH2:5][C:6]1[CH:11]=[CH:10][C:9]([CH2:12][CH2:13][C:14]([OH:16])=[O:15])=[CH:8][CH:7]=1.[CH3:17]O. No catalyst specified. The product is [NH2:5][C:6]1[CH:7]=[CH:8][C:9]([CH2:12][CH2:13][C:14]([O:16][CH3:17])=[O:15])=[CH:10][CH:11]=1. The yield is 0.980. (10) The reactants are [N:1]1[CH:6]=[CH:5][N:4]=[CH:3][C:2]=1[C:7]#[N:8].[CH3:9][O-:10].[Na+]. The catalyst is CO. The product is [CH3:9][O:10][C:7]([C:2]1[CH:3]=[N:4][CH:5]=[CH:6][N:1]=1)=[NH:8]. The yield is 0.780.